From a dataset of Catalyst prediction with 721,799 reactions and 888 catalyst types from USPTO. Predict which catalyst facilitates the given reaction. (1) Reactant: N#N.[F:3][C:4]1[CH:31]=[CH:30][C:7]2[NH:8][C:9]([CH:11]([NH:22]C(=O)OC(C)(C)C)[CH2:12][C:13]3[CH:18]=[CH:17][C:16]([O:19][CH3:20])=[C:15]([F:21])[CH:14]=3)=[N:10][C:6]=2[CH:5]=1.Cl. Product: [F:3][C:4]1[CH:31]=[CH:30][C:7]2[NH:8][C:9]([CH:11]([NH2:22])[CH2:12][C:13]3[CH:18]=[CH:17][C:16]([O:19][CH3:20])=[C:15]([F:21])[CH:14]=3)=[N:10][C:6]=2[CH:5]=1. The catalyst class is: 135. (2) Reactant: O[CH2:2][CH2:3][CH2:4][O:5][CH:6]([C:9]1[CH:10]=[N:11][C:12]([CH3:15])=[N:13][CH:14]=1)[C:7]#[N:8].C(Br)(Br)(Br)[Br:17].C1(P(C2C=CC=CC=2)C2C=CC=CC=2)C=CC=CC=1.CCOCC. Product: [Br:17][CH2:2][CH2:3][CH2:4][O:5][CH:6]([C:9]1[CH:10]=[N:11][C:12]([CH3:15])=[N:13][CH:14]=1)[C:7]#[N:8]. The catalyst class is: 2. (3) Product: [F:1][C:2]1[CH:3]=[CH:4][C:5]([CH2:6][C:7]2[N:11]([CH2:12][C:13]([OH:15])=[O:14])[N:10]=[C:9]([C:17]3[CH:22]=[CH:21][N:20]=[CH:19][CH:18]=3)[CH:8]=2)=[CH:23][CH:24]=1. The catalyst class is: 5. Reactant: [F:1][C:2]1[CH:24]=[CH:23][C:5]([CH2:6][C:7]2[N:11]([CH2:12][C:13]([O:15]C)=[O:14])[N:10]=[C:9]([C:17]3[CH:22]=[CH:21][N:20]=[CH:19][CH:18]=3)[CH:8]=2)=[CH:4][CH:3]=1.C1COCC1.[Li+].[OH-]. (4) Reactant: N#N.[Si:3]([O:10][CH2:11][C:12]1[S:16][C:15]([CH2:17][OH:18])=[N:14][CH:13]=1)([C:6]([CH3:9])([CH3:8])[CH3:7])([CH3:5])[CH3:4].[CH3:19]I. Product: [Si:3]([O:10][CH2:11][C:12]1[S:16][C:15]([CH2:17][O:18][CH3:19])=[N:14][CH:13]=1)([C:6]([CH3:9])([CH3:7])[CH3:8])([CH3:5])[CH3:4]. The catalyst class is: 2. (5) Reactant: [ClH:1].[CH3:2][C:3]1[CH:8]=[CH:7][C:6]([S:9]([N:12]2[CH2:17][CH2:16][O:15][CH2:14][CH2:13]2)(=[O:11])=[O:10])=[CH:5][C:4]=1[C:18]1[CH:23]=[CH:22][C:21]([CH2:24][C@H:25]([NH:39][C:40]([C@H:42]2[CH2:47][CH2:46][C@H:45]([CH2:48][NH:49]C(=O)OC(C)(C)C)[CH2:44][CH2:43]2)=[O:41])[C:26](=[O:38])[NH:27][C:28]2[CH:36]=[C:35]3[C:31]([C:32](=[O:37])[NH:33][NH:34]3)=[CH:30][CH:29]=2)=[CH:20][CH:19]=1. Product: [ClH:1].[NH2:49][CH2:48][C@H:45]1[CH2:46][CH2:47][C@H:42]([C:40]([NH:39][C@@H:25]([CH2:24][C:21]2[CH:22]=[CH:23][C:18]([C:4]3[CH:5]=[C:6]([S:9]([N:12]4[CH2:17][CH2:16][O:15][CH2:14][CH2:13]4)(=[O:11])=[O:10])[CH:7]=[CH:8][C:3]=3[CH3:2])=[CH:19][CH:20]=2)[C:26](=[O:38])[NH:27][C:28]2[CH:36]=[C:35]3[C:31]([C:32](=[O:37])[NH:33][NH:34]3)=[CH:30][CH:29]=2)=[O:41])[CH2:43][CH2:44]1. The catalyst class is: 346.